From a dataset of Reaction yield outcomes from USPTO patents with 853,638 reactions. Predict the reaction yield, written as a fraction of the theoretical maximum amount of product (1.0 means a 100% yield; for example, 0.34 means a 34% yield). (1) The product is [F:1][C:2]1[CH:3]=[CH:4][C:5]([C:8]2[N:19]=[CH:20][O:23][C:22]=2[C:21]([O:25][CH2:26][CH3:27])=[O:24])=[CH:6][CH:7]=1. The reactants are [F:1][C:2]1[CH:7]=[CH:6][C:5]([CH:8]([N+:19]#[C-:20])S(C2C=CC(C)=CC=2)(=O)=O)=[CH:4][CH:3]=1.[C:21]([O:25][CH2:26][CH3:27])(=[O:24])[CH:22]=[O:23].C(=O)([O-])[O-].[K+].[K+]. The catalyst is O1CCCC1. The yield is 0.500. (2) The reactants are [F:1][C:2]1[CH:3]=[C:4]2[C:8](=[CH:9][CH:10]=1)[NH:7][C:6](=[O:11])[CH2:5]2.C[Si]([N-][Si](C)(C)C)(C)C.[Li+].[OH:22][CH2:23][CH2:24][O:25][CH2:26][CH2:27][N:28]1[CH2:33][CH2:32][N:31]([CH2:34][C:35]2[N:40]=[C:39]3[CH2:41][O:42][C:43](=O)[C:38]3=[CH:37][CH:36]=2)[CH2:30][CH2:29]1.Cl. The catalyst is C1COCC1. The product is [F:1][C:2]1[CH:3]=[C:4]2[C:8](=[CH:9][CH:10]=1)[NH:7][C:6](=[O:11])[C:5]2=[C:43]1[C:38]2[C:39](=[N:40][C:35]([CH2:34][N:31]3[CH2:32][CH2:33][N:28]([CH2:27][CH2:26][O:25][CH2:24][CH2:23][OH:22])[CH2:29][CH2:30]3)=[CH:36][CH:37]=2)[CH2:41][O:42]1. The yield is 0.200. (3) The reactants are C(Cl)Cl.[Br:4][CH2:5][C:6](Cl)=[O:7].[CH2:9]([OH:13])[CH2:10][CH2:11][OH:12]. The catalyst is C(Cl)(Cl)Cl.CO. The product is [Br:4][CH2:5][C:6]([O:12][CH2:11][CH2:10][CH2:9][O:13][C:6](=[O:7])[CH2:5][Br:4])=[O:7]. The yield is 0.840. (4) The reactants are [N:1]1[CH:6]=[CH:5][CH:4]=[N:3][C:2]=1[O:7][C:8]1[CH:9]=[C:10]([CH2:14][CH2:15][C:16]2[NH:20][N:19]=[C:18]([NH2:21])[CH:17]=2)[CH:11]=[CH:12][CH:13]=1.[Cl:22][C:23]1[CH:28]=[CH:27][N:26]=[C:25]([NH:29][CH2:30][C:31]2[O:35][N:34]=[C:33]([CH3:36])[CH:32]=2)[N:24]=1. The catalyst is C(O)C. The product is [ClH:22].[CH3:36][C:33]1[CH:32]=[C:31]([CH2:30][NH:29][C:25]2[N:26]=[C:27]([NH:21][C:18]3[CH:17]=[C:16]([CH2:15][CH2:14][C:10]4[CH:11]=[CH:12][CH:13]=[C:8]([O:7][C:2]5[N:1]=[CH:6][CH:5]=[CH:4][N:3]=5)[CH:9]=4)[NH:20][N:19]=3)[CH:28]=[CH:23][N:24]=2)[O:35][N:34]=1. The yield is 0.400. (5) The reactants are [C:1]([O:5][C:6](=[O:23])[NH:7][C:8]1[CH:21]=[CH:20][C:19]2[S:18][C:17]3[C:12](=[CH:13][CH:14]=[CH:15][C:16]=3O)[CH2:11][C:10]=2[CH:9]=1)([CH3:4])([CH3:3])[CH3:2].[F:24][C:25]([F:38])([F:37])[S:26](O[S:26]([C:25]([F:38])([F:37])[F:24])(=[O:28])=[O:27])(=[O:28])=[O:27].O. The catalyst is N1C=CC=CC=1. The product is [C:1]([O:5][C:6](=[O:23])[NH:7][C:8]1[CH:21]=[CH:20][C:19]2[S:18][C:17]3[C:12](=[CH:13][CH:14]=[CH:15][C:16]=3[S:26]([C:25]([F:38])([F:37])[F:24])(=[O:28])=[O:27])[CH2:11][C:10]=2[CH:9]=1)([CH3:4])([CH3:3])[CH3:2]. The yield is 1.00.